This data is from Reaction yield outcomes from USPTO patents with 853,638 reactions. The task is: Predict the reaction yield, written as a fraction of the theoretical maximum amount of product (1.0 means a 100% yield; for example, 0.34 means a 34% yield). (1) The reactants are [N:1]([CH2:4][C:5]1[CH:10]=[CH:9][CH:8]=[C:7]([CH2:11][O:12][C:13]([C:26]2[CH:31]=[CH:30][CH:29]=[CH:28][CH:27]=2)([C:20]2[CH:25]=[CH:24][CH:23]=[CH:22][CH:21]=2)[C:14]2[CH:19]=[CH:18][CH:17]=[CH:16][CH:15]=2)[N:6]=1)=[N+]=[N-].C1(P(C2C=CC=CC=2)C2C=CC=CC=2)C=CC=CC=1.O. The catalyst is C1COCC1. The product is [C:26]1([C:13]([C:14]2[CH:15]=[CH:16][CH:17]=[CH:18][CH:19]=2)([C:20]2[CH:21]=[CH:22][CH:23]=[CH:24][CH:25]=2)[O:12][CH2:11][C:7]2[N:6]=[C:5]([CH2:4][NH2:1])[CH:10]=[CH:9][CH:8]=2)[CH:27]=[CH:28][CH:29]=[CH:30][CH:31]=1. The yield is 0.900. (2) The reactants are [C:1]([C:5]1[O:9][N:8]=[C:7]([NH:10][C:11]([NH:13][C:14]2[CH:19]=[CH:18][CH:17]=[C:16]([S:20][C:21]3[C:30]4[C:25](=[CH:26][C:27]([O:33][CH2:34][CH2:35][CH2:36]Cl)=[C:28]([O:31][CH3:32])[CH:29]=4)[N:24]=[CH:23][N:22]=3)[CH:15]=2)=[O:12])[CH:6]=1)([CH3:4])([CH3:3])[CH3:2].[CH3:38][S:39]([N:42]1[CH2:47][CH2:46][NH:45][CH2:44][CH2:43]1)(=[O:41])=[O:40].C(N(C(C)C)CC)(C)C. The catalyst is CN(C=O)C.[I-].C([N+](CCCC)(CCCC)CCCC)CCC. The product is [C:1]([C:5]1[O:9][N:8]=[C:7]([NH:10][C:11]([NH:13][C:14]2[CH:19]=[CH:18][CH:17]=[C:16]([S:20][C:21]3[C:30]4[C:25](=[CH:26][C:27]([O:33][CH2:34][CH2:35][CH2:36][N:45]5[CH2:46][CH2:47][N:42]([S:39]([CH3:38])(=[O:41])=[O:40])[CH2:43][CH2:44]5)=[C:28]([O:31][CH3:32])[CH:29]=4)[N:24]=[CH:23][N:22]=3)[CH:15]=2)=[O:12])[CH:6]=1)([CH3:4])([CH3:3])[CH3:2]. The yield is 0.350.